Dataset: NCI-60 drug combinations with 297,098 pairs across 59 cell lines. Task: Regression. Given two drug SMILES strings and cell line genomic features, predict the synergy score measuring deviation from expected non-interaction effect. (1) Drug 1: C#CCC(CC1=CN=C2C(=N1)C(=NC(=N2)N)N)C3=CC=C(C=C3)C(=O)NC(CCC(=O)O)C(=O)O. Drug 2: C(CC(=O)O)C(=O)CN.Cl. Cell line: OVCAR-5. Synergy scores: CSS=20.1, Synergy_ZIP=-5.72, Synergy_Bliss=-1.23, Synergy_Loewe=-4.77, Synergy_HSA=-5.25. (2) Drug 1: C1=CC(=CC=C1CCCC(=O)O)N(CCCl)CCCl. Drug 2: CN(CC1=CN=C2C(=N1)C(=NC(=N2)N)N)C3=CC=C(C=C3)C(=O)NC(CCC(=O)O)C(=O)O. Cell line: HOP-62. Synergy scores: CSS=36.1, Synergy_ZIP=-3.30, Synergy_Bliss=-5.67, Synergy_Loewe=-13.7, Synergy_HSA=-4.98. (3) Drug 1: CC(CN1CC(=O)NC(=O)C1)N2CC(=O)NC(=O)C2. Drug 2: C1=CN(C=N1)CC(O)(P(=O)(O)O)P(=O)(O)O. Cell line: HT29. Synergy scores: CSS=25.6, Synergy_ZIP=-8.11, Synergy_Bliss=-4.80, Synergy_Loewe=-7.20, Synergy_HSA=-5.73. (4) Drug 1: CCC1=C2CN3C(=CC4=C(C3=O)COC(=O)C4(CC)O)C2=NC5=C1C=C(C=C5)O. Drug 2: CCCCC(=O)OCC(=O)C1(CC(C2=C(C1)C(=C3C(=C2O)C(=O)C4=C(C3=O)C=CC=C4OC)O)OC5CC(C(C(O5)C)O)NC(=O)C(F)(F)F)O. Cell line: SF-295. Synergy scores: CSS=73.0, Synergy_ZIP=-4.48, Synergy_Bliss=-5.52, Synergy_Loewe=-3.10, Synergy_HSA=-0.608. (5) Drug 1: C1=NC(=NC(=O)N1C2C(C(C(O2)CO)O)O)N. Drug 2: CC1=C(C(=O)C2=C(C1=O)N3CC4C(C3(C2COC(=O)N)OC)N4)N. Cell line: NCI-H522. Synergy scores: CSS=47.2, Synergy_ZIP=-6.73, Synergy_Bliss=-4.29, Synergy_Loewe=-7.86, Synergy_HSA=0.324. (6) Drug 1: CC1=C(C(=O)C2=C(C1=O)N3CC4C(C3(C2COC(=O)N)OC)N4)N. Drug 2: CC1(CCCN1)C2=NC3=C(C=CC=C3N2)C(=O)N. Cell line: NCI-H460. Synergy scores: CSS=58.5, Synergy_ZIP=2.16, Synergy_Bliss=0.487, Synergy_Loewe=-15.5, Synergy_HSA=1.24.